From a dataset of Forward reaction prediction with 1.9M reactions from USPTO patents (1976-2016). Predict the product of the given reaction. Given the reactants C(OC([N:8]1[CH2:13][CH2:12][CH:11]([C:14]#[C:15][C:16]2[CH:21]=[CH:20][CH:19]=[C:18]([CH:22]([C:31]3[NH:35][C:34]4[CH:36]=[CH:37][CH:38]=[CH:39][C:33]=4[N:32]=3)[O:23][CH:24]3[CH2:29][CH2:28][N:27]([CH3:30])[CH2:26][CH2:25]3)[CH:17]=2)[CH2:10][CH2:9]1)=O)(C)(C)C.C1(O)C=CC=CC=1.Cl[Si](C)(C)C, predict the reaction product. The product is: [CH3:30][N:27]1[CH2:26][CH2:25][CH:24]([O:23][CH:22]([C:18]2[CH:19]=[CH:20][CH:21]=[C:16]([C:15]#[C:14][CH:11]3[CH2:10][CH2:9][NH:8][CH2:13][CH2:12]3)[CH:17]=2)[C:31]2[NH:32][C:33]3[CH:39]=[CH:38][CH:37]=[CH:36][C:34]=3[N:35]=2)[CH2:29][CH2:28]1.